This data is from Full USPTO retrosynthesis dataset with 1.9M reactions from patents (1976-2016). The task is: Predict the reactants needed to synthesize the given product. Given the product [C:1]([O:5][C:6](=[O:37])[NH:7][CH2:8][C@@H:9]([NH:10][C:11]([C:13]1[S:29][C:16]2=[N:17][C:18]3[CH2:19][CH2:20][C@@H:21]([C:25]([CH3:28])([CH3:27])[CH3:26])[CH2:22][C:23]=3[CH:24]=[C:15]2[CH:14]=1)=[O:12])[C:30]1[CH:35]=[CH:34][CH:33]=[C:32]([NH:36][C:43]([C:42]2[O:38][N:39]=[CH:40][CH:41]=2)=[O:44])[CH:31]=1)([CH3:2])([CH3:3])[CH3:4], predict the reactants needed to synthesize it. The reactants are: [C:1]([O:5][C:6](=[O:37])[NH:7][CH2:8][C@H:9]([C:30]1[CH:35]=[CH:34][CH:33]=[C:32]([NH2:36])[CH:31]=1)[NH:10][C:11]([C:13]1[S:29][C:16]2=[N:17][C:18]3[CH2:19][CH2:20][C@@H:21]([C:25]([CH3:28])([CH3:27])[CH3:26])[CH2:22][C:23]=3[CH:24]=[C:15]2[CH:14]=1)=[O:12])([CH3:4])([CH3:3])[CH3:2].[O:38]1[C:42]([C:43](O)=[O:44])=[CH:41][CH:40]=[N:39]1.CN1CCOCC1.CN(C(ON1N=NC2C=CC=NC1=2)=[N+](C)C)C.F[P-](F)(F)(F)(F)F.